Task: Regression. Given a peptide amino acid sequence and an MHC pseudo amino acid sequence, predict their binding affinity value. This is MHC class II binding data.. Dataset: Peptide-MHC class II binding affinity with 134,281 pairs from IEDB (1) The peptide sequence is ILPNTLVLDFCDDAL. The MHC is DRB4_0101 with pseudo-sequence DRB4_0103. The binding affinity (normalized) is 0.414. (2) The peptide sequence is ACPGTSVIIDGNCDGKK. The MHC is DRB3_0101 with pseudo-sequence DRB3_0101. The binding affinity (normalized) is 0.421.